From a dataset of Full USPTO retrosynthesis dataset with 1.9M reactions from patents (1976-2016). Predict the reactants needed to synthesize the given product. (1) Given the product [O:21]1[CH2:22][CH2:23][N:18]([CH2:17][CH2:16][O:1][C:2]2[CH:14]=[CH:13][C:5]3[CH:6]=[C:7]([C:9]([O:11][CH3:12])=[O:10])[O:8][C:4]=3[CH:3]=2)[CH2:19][CH2:20]1, predict the reactants needed to synthesize it. The reactants are: [OH:1][C:2]1[CH:14]=[CH:13][C:5]2[CH:6]=[C:7]([C:9]([O:11][CH3:12])=[O:10])[O:8][C:4]=2[CH:3]=1.Cl[CH2:16][CH2:17][N:18]1[CH2:23][CH2:22][O:21][CH2:20][CH2:19]1.C(=O)([O-])[O-].[K+].[K+]. (2) Given the product [NH:17]1[C:16]([C:12]2[CH:11]=[C:10]3[C:15](=[CH:14][CH:13]=2)[NH:7][N:8]=[C:9]3[C:40]2[CH:41]=[C:42]([C:43]([NH:54][CH2:75][CH2:74][N:73]([CH3:72])[CH3:82])=[O:44])[CH:47]=[CH:48][CH:49]=2)=[N:20][CH:19]=[N:18]1, predict the reactants needed to synthesize it. The reactants are: O1CCCCC1[N:7]1[C:15]2[C:10](=[CH:11][C:12]([C:16]3[N:20]=[CH:19][N:18](C(C4C=CC=CC=4)(C4C=CC=CC=4)C4C=CC=CC=4)[N:17]=3)=[CH:13][CH:14]=2)[C:9]([C:40]2[CH:41]=[C:42]([CH:47]=[CH:48][CH:49]=2)[C:43](OC)=[O:44])=[N:8]1.O.[OH-].[Li+].C[NH:54]N(CC)NC.O.ON1C2C=CC=CC=2N=N1.Cl.[CH3:72][N:73]([CH3:82])[CH2:74][CH2:75]CN=C=NCC.Cl.C(=O)(O)[O-].[Na+]. (3) Given the product [Br:1][C:2]1[CH:3]=[N:4][N:5]2[CH:10]=[C:9]([C:11]3[CH:12]=[N:13][N:14]([CH3:16])[CH:15]=3)[CH:8]=[C:7]([O:17][CH2:19][CH:20]3[CH2:25][CH2:24][CH2:23][N:22]([C:26]([O:28][C:29]([CH3:30])([CH3:32])[CH3:31])=[O:27])[CH2:21]3)[C:6]=12, predict the reactants needed to synthesize it. The reactants are: [Br:1][C:2]1[CH:3]=[N:4][N:5]2[CH:10]=[C:9]([C:11]3[CH:12]=[N:13][N:14]([CH3:16])[CH:15]=3)[CH:8]=[C:7]([OH:17])[C:6]=12.Br[CH2:19][CH:20]1[CH2:25][CH2:24][CH2:23][N:22]([C:26]([O:28][C:29]([CH3:32])([CH3:31])[CH3:30])=[O:27])[CH2:21]1.[H-].[Na+]. (4) Given the product [C:3]1([C:2]2[NH:10][C:11](=[O:14])[CH:12]=[CH:13][N:9]=2)[CH:8]=[CH:7][CH:6]=[CH:5][CH:4]=1, predict the reactants needed to synthesize it. The reactants are: Cl.[C:2]([NH2:10])(=[NH:9])[C:3]1[CH:8]=[CH:7][CH:6]=[CH:5][CH:4]=1.[C:11](OCC)(=[O:14])[C:12]#[CH:13].C(=O)([O-])[O-].[K+].[K+]. (5) Given the product [Cl:1][C:2]1[CH:7]=[CH:6][C:5]([N+:8]([O-:10])=[O:9])=[C:4]([CH:3]=1)[NH:16][C:15]1[CH:14]=[C:13]([F:12])[CH:19]=[C:18]([F:20])[CH:17]=1, predict the reactants needed to synthesize it. The reactants are: [Cl:1][C:2]1[CH:7]=[CH:6][C:5]([N+:8]([O-:10])=[O:9])=[C:4](F)[CH:3]=1.[F:12][C:13]1[CH:14]=[C:15]([CH:17]=[C:18]([F:20])[CH:19]=1)[NH2:16].CC(C)([O-])C.[K+].O. (6) Given the product [NH2:11][C:10]1[C:5]([C:3]([NH:2][CH3:1])=[O:4])=[N:6][C:7]([C:22]2[CH:21]=[CH:20][CH:19]=[C:18]([NH2:17])[CH:23]=2)=[CH:8][N:9]=1, predict the reactants needed to synthesize it. The reactants are: [CH3:1][NH:2][C:3]([C:5]1[C:10]([NH2:11])=[N:9][CH:8]=[C:7](Br)[N:6]=1)=[O:4].ClCCl.O.[NH2:17][C:18]1[CH:19]=[C:20](B(O)O)[CH:21]=[CH:22][CH:23]=1.C(N(CC)CC)C.